Dataset: Full USPTO retrosynthesis dataset with 1.9M reactions from patents (1976-2016). Task: Predict the reactants needed to synthesize the given product. (1) Given the product [C:18]([C:7]1[C:8]([O:17][S:26]([C:29]([F:32])([F:31])[F:30])(=[O:28])=[O:27])=[N:9][C:10]([C:12]2[S:13][CH:14]=[CH:15][CH:16]=2)=[CH:11][C:6]=1[C:3]1[CH:4]=[CH:5][O:1][CH:2]=1)#[N:19], predict the reactants needed to synthesize it. The reactants are: [O:1]1[CH:5]=[CH:4][C:3]([C:6]2[CH:11]=[C:10]([C:12]3[S:13][CH:14]=[CH:15][CH:16]=3)[NH:9][C:8](=[O:17])[C:7]=2[C:18]#[N:19])=[CH:2]1.N1C=CC=CC=1.[S:26](O[S:26]([C:29]([F:32])([F:31])[F:30])(=[O:28])=[O:27])([C:29]([F:32])([F:31])[F:30])(=[O:28])=[O:27]. (2) Given the product [NH2:6][C:7]1[CH:12]=[CH:11][C:10]([CH2:1][CH2:2][CH3:3])=[CH:9][N:8]=1, predict the reactants needed to synthesize it. The reactants are: [CH2:1]([Mg]Br)[CH2:2][CH3:3].[NH2:6][C:7]1[CH:12]=[CH:11][C:10](Br)=[CH:9][N:8]=1.O.C([O-])(O)=O.[Na+]. (3) Given the product [CH3:33][N:34]1[CH2:39][CH2:38][N:37]([CH2:31][CH2:30][CH:27]2[CH2:28][CH2:29][CH:24]([N:8]3[C:4]4[N:5]=[CH:6][N:7]=[C:2]([NH2:1])[C:3]=4[C:10]([C:11]4[CH:16]=[CH:15][C:14]([O:17][C:18]5[CH:23]=[CH:22][CH:21]=[CH:20][CH:19]=5)=[CH:13][CH:12]=4)=[CH:9]3)[CH2:25][CH2:26]2)[CH2:36][CH2:35]1, predict the reactants needed to synthesize it. The reactants are: [NH2:1][C:2]1[C:3]2[C:10]([C:11]3[CH:16]=[CH:15][C:14]([O:17][C:18]4[CH:23]=[CH:22][CH:21]=[CH:20][CH:19]=4)=[CH:13][CH:12]=3)=[CH:9][N:8]([CH:24]3[CH2:29][CH2:28][CH:27]([CH2:30][CH:31]=O)[CH2:26][CH2:25]3)[C:4]=2[N:5]=[CH:6][N:7]=1.[CH3:33][N:34]1[CH2:39][CH2:38][NH:37][CH2:36][CH2:35]1.C(O)(=O)C.C(O[BH-](OC(=O)C)OC(=O)C)(=O)C.[Na+]. (4) Given the product [C:13]([O:17][C:18]([N:20]1[CH:25]2[CH2:26][CH2:27][CH:21]1[CH2:22][C:23]([OH:28])([C:7]1[CH:8]=[N:9][CH:10]=[N:11][CH:12]=1)[CH2:24]2)=[O:19])([CH3:16])([CH3:14])[CH3:15], predict the reactants needed to synthesize it. The reactants are: C([Li])CCC.Br[C:7]1[CH:8]=[N:9][CH:10]=[N:11][CH:12]=1.[C:13]([O:17][C:18]([N:20]1[CH:25]2[CH2:26][CH2:27][CH:21]1[CH2:22][C:23](=[O:28])[CH2:24]2)=[O:19])([CH3:16])([CH3:15])[CH3:14].[Cl-].[NH4+]. (5) Given the product [OH:8][C:9]1[CH:10]=[CH:11][C:12]2[S:23][C:16]3[C:17](=[O:22])[NH:18][CH2:19][CH2:20][S:21][C:15]=3[C:13]=2[CH:14]=1, predict the reactants needed to synthesize it. The reactants are: C([O:8][C:9]1[CH:10]=[CH:11][C:12]2[S:23][C:16]3[C:17](=[O:22])[NH:18][CH2:19][CH2:20][S:21][C:15]=3[C:13]=2[CH:14]=1)C1C=CC=CC=1.B(Br)(Br)Br.